Dataset: Full USPTO retrosynthesis dataset with 1.9M reactions from patents (1976-2016). Task: Predict the reactants needed to synthesize the given product. Given the product [C:1]([C@H:4]([N:6]1[C:11](=[O:12])[C@@H:10]([NH2:13])[C@@H:9]([OH:16])[CH2:8][O:7]1)[CH3:5])([OH:3])=[O:2], predict the reactants needed to synthesize it. The reactants are: [C:1]([C@H:4]([N:6]1[C:11](=[O:12])[C@@H:10]([N:13]=[N+]=[N-])[C@@H:9]([OH:16])[CH2:8][O:7]1)[CH3:5])([OH:3])=[O:2].